The task is: Predict the product of the given reaction.. This data is from Forward reaction prediction with 1.9M reactions from USPTO patents (1976-2016). (1) The product is: [C:1]([C:3]1[CH:4]=[C:5]([CH:15]=[CH:16][CH:17]=1)[CH:6]=[C:19]1[CH2:24][CH2:23][N:22]([C:25]([O:27][C:28]([CH3:31])([CH3:30])[CH3:29])=[O:26])[CH2:21][CH2:20]1)#[N:2]. Given the reactants [C:1]([C:3]1[CH:4]=[C:5]([CH:15]=[CH:16][CH:17]=1)[CH2:6]P(=O)(OCC)OCC)#[N:2].O=[C:19]1[CH2:24][CH2:23][N:22]([C:25]([O:27][C:28]([CH3:31])([CH3:30])[CH3:29])=[O:26])[CH2:21][CH2:20]1.[H-].[Na+], predict the reaction product. (2) The product is: [N:10]1[CH:11]=[CH:12][CH:13]=[C:8]([N:7]2[CH2:2][CH2:3][NH:4][C:5]2=[O:6])[CH:9]=1. Given the reactants Cl[CH2:2][CH2:3][NH:4][C:5]([NH:7][C:8]1[CH:9]=[N:10][CH:11]=[CH:12][CH:13]=1)=[O:6].[H-].[Na+].C(OCC)(=O)C, predict the reaction product. (3) Given the reactants [C:1]([O:5][C:6](=[O:33])[NH:7][CH2:8][CH2:9][CH2:10][N:11]1[C:20]2[CH:19]=[CH:18][C:17]([Cl:21])=[CH:16][C:15]=2[C:14]2=[N:22][N:23]([CH:26]3[CH2:31][CH2:30][CH2:29][CH2:28][O:27]3)[C:24]([CH3:25])=[C:13]2[C:12]1=[O:32])([CH3:4])([CH3:3])[CH3:2].[CH3:34]N(C=O)C.[H-].[Na+].CI, predict the reaction product. The product is: [C:1]([O:5][C:6](=[O:33])[N:7]([CH2:8][CH2:9][CH2:10][N:11]1[C:20]2[CH:19]=[CH:18][C:17]([Cl:21])=[CH:16][C:15]=2[C:14]2=[N:22][N:23]([CH:26]3[CH2:31][CH2:30][CH2:29][CH2:28][O:27]3)[C:24]([CH3:25])=[C:13]2[C:12]1=[O:32])[CH3:34])([CH3:4])([CH3:2])[CH3:3]. (4) Given the reactants Br[CH2:2][C:3]([C:5]1[CH:6]=[C:7]([C:11]2[CH2:17][C:16](=[O:18])[NH:15][C:14]3[CH:19]=[C:20]([Cl:26])[C:21]([N:23]([CH3:25])[CH3:24])=[CH:22][C:13]=3[N:12]=2)[CH:8]=[CH:9][CH:10]=1)=O.[NH2:27][C:28]([NH2:30])=[S:29], predict the reaction product. The product is: [NH2:30][C:28]1[S:29][CH:2]=[C:3]([C:5]2[CH:6]=[C:7]([C:11]3[CH2:17][C:16](=[O:18])[NH:15][C:14]4[CH:19]=[C:20]([Cl:26])[C:21]([N:23]([CH3:25])[CH3:24])=[CH:22][C:13]=4[N:12]=3)[CH:8]=[CH:9][CH:10]=2)[N:27]=1. (5) Given the reactants [Br:1][C:2]1[N:6]([CH3:7])[N:5]=[CH:4][C:3]=1[C:8]([O:10]CC)=[O:9].O.[OH-].[Li+], predict the reaction product. The product is: [Br:1][C:2]1[N:6]([CH3:7])[N:5]=[CH:4][C:3]=1[C:8]([OH:10])=[O:9]. (6) Given the reactants ClC(Cl)(O[C:5](=[O:11])OC(Cl)(Cl)Cl)Cl.[F:13][C:14]([F:22])([F:21])[CH:15]([OH:20])[C:16]([F:19])([F:18])[F:17].C(N(CC)C(C)C)(C)C.[F:32][C:33]1[CH:38]=[C:37]([C:39]2[CH:44]=[CH:43][N:42]=[C:41]([CH3:45])[CH:40]=2)[CH:36]=[CH:35][C:34]=1[CH2:46][N:47]1[CH2:52][CH2:51][NH:50][CH2:49][CH2:48]1, predict the reaction product. The product is: [F:13][C:14]([F:22])([F:21])[CH:15]([O:20][C:5]([N:50]1[CH2:51][CH2:52][N:47]([CH2:46][C:34]2[CH:35]=[CH:36][C:37]([C:39]3[CH:44]=[CH:43][N:42]=[C:41]([CH3:45])[CH:40]=3)=[CH:38][C:33]=2[F:32])[CH2:48][CH2:49]1)=[O:11])[C:16]([F:19])([F:18])[F:17].